Dataset: Full USPTO retrosynthesis dataset with 1.9M reactions from patents (1976-2016). Task: Predict the reactants needed to synthesize the given product. (1) Given the product [CH2:1]([O:3][C:4]([N:6]1[C:15]2[C:10](=[N:11][C:12]([O:16][CH3:17])=[CH:13][CH:14]=2)[C@@H:9]([NH:18][C:19]2[N:24]=[C:23]([CH2:25][C:26]3[CH:27]=[C:28]([C:36]([F:39])([F:37])[F:38])[CH:29]=[C:30]([C:32]([F:33])([F:34])[F:35])[CH:31]=3)[C:22]([CH2:40][CH2:41][C:42](=[NH:43])[NH:53][OH:54])=[CH:21][N:20]=2)[CH2:8][C@H:7]1[CH2:44][CH3:45])=[O:5])[CH3:2], predict the reactants needed to synthesize it. The reactants are: [CH2:1]([O:3][C:4]([N:6]1[C:15]2[C:10](=[N:11][C:12]([O:16][CH3:17])=[CH:13][CH:14]=2)[C@@H:9]([NH:18][C:19]2[N:24]=[C:23]([CH2:25][C:26]3[CH:31]=[C:30]([C:32]([F:35])([F:34])[F:33])[CH:29]=[C:28]([C:36]([F:39])([F:38])[F:37])[CH:27]=3)[C:22]([CH2:40][CH2:41][C:42]#[N:43])=[CH:21][N:20]=2)[CH2:8][C@H:7]1[CH2:44][CH3:45])=[O:5])[CH3:2].C(=O)([O-])[O-].[Na+].[Na+].Cl.[NH2:53][OH:54]. (2) Given the product [ClH:25].[NH2:6][C:7]1([C:18]2[N:19]=[CH:20][CH:21]=[CH:22][N:23]=2)[CH2:8][N:9]([C:11]([O:13][C:14]([CH3:17])([CH3:16])[CH3:15])=[O:12])[CH2:10]1, predict the reactants needed to synthesize it. The reactants are: CC(C)(S([NH:6][C:7]1([C:18]2[N:23]=[CH:22][CH:21]=[CH:20][N:19]=2)[CH2:10][N:9]([C:11]([O:13][C:14]([CH3:17])([CH3:16])[CH3:15])=[O:12])[CH2:8]1)=O)C.[ClH:25].CCOCC. (3) Given the product [F:34][C:25]1[CH:24]=[C:23]2[C:28]([C:29](=[O:31])[NH:30][C:21]([C:9]3[CH:10]=[C:11]([C:12]4[CH:17]=[CH:16][C:15]([S:18]([CH3:20])=[O:19])=[CH:14][CH:13]=4)[C:6]([O:5][CH:3]4[CH2:2][N:1]([CH3:38])[CH2:4]4)=[CH:7][CH:8]=3)=[N:22]2)=[C:27]([O:32][CH3:33])[CH:26]=1, predict the reactants needed to synthesize it. The reactants are: [NH:1]1[CH2:4][CH:3]([O:5][C:6]2[C:11]([C:12]3[CH:17]=[CH:16][C:15]([S:18]([CH3:20])=[O:19])=[CH:14][CH:13]=3)=[CH:10][C:9]([C:21]3[NH:30][C:29](=[O:31])[C:28]4[C:23](=[CH:24][C:25]([F:34])=[CH:26][C:27]=4[O:32][CH3:33])[N:22]=3)=[CH:8][CH:7]=2)[CH2:2]1.C=O.O.[C:38]([O-])(=O)C.[Na+].C(O)(=O)C.C(O[BH-](OC(=O)C)OC(=O)C)(=O)C.[Na+].